Dataset: Forward reaction prediction with 1.9M reactions from USPTO patents (1976-2016). Task: Predict the product of the given reaction. (1) Given the reactants [NH2:1][CH2:2][CH2:3][CH2:4][CH2:5][N:6]1[C:18]2[C:17]3[CH:16]=[CH:15][CH:14]=[CH:13][C:12]=3[N:11]=[C:10]([NH2:19])[C:9]=2[N:8]=[CH:7]1.[C:20]([C:22]1[CH:30]=[CH:29][C:25]([C:26](Cl)=[O:27])=[CH:24][CH:23]=1)#[N:21], predict the reaction product. The product is: [NH2:19][C:10]1[C:9]2[N:8]=[CH:7][N:6]([CH2:5][CH2:4][CH2:3][CH2:2][NH:1][C:26](=[O:27])[C:25]3[CH:29]=[CH:30][C:22]([C:20]#[N:21])=[CH:23][CH:24]=3)[C:18]=2[C:17]2[CH:16]=[CH:15][CH:14]=[CH:13][C:12]=2[N:11]=1. (2) Given the reactants [CH3:1][N:2]1[CH2:7][CH2:6][N:5]([C:8]2[C:13]3[CH2:14][C@H:15]([NH:18][C:19](=[O:39])[C:20]4[CH:25]=[CH:24][C:23]([N:26]5[CH2:31][CH2:30][N:29](CC6C=CC=CC=6)[CH2:28][CH2:27]5)=[CH:22][CH:21]=4)[CH2:16][O:17][C:12]=3[CH:11]=[CH:10][CH:9]=2)[CH2:4][CH2:3]1.C([O-])=O.[NH4+], predict the reaction product. The product is: [CH3:1][N:2]1[CH2:3][CH2:4][N:5]([C:8]2[C:13]3[CH2:14][C@H:15]([NH:18][C:19](=[O:39])[C:20]4[CH:21]=[CH:22][C:23]([N:26]5[CH2:27][CH2:28][NH:29][CH2:30][CH2:31]5)=[CH:24][CH:25]=4)[CH2:16][O:17][C:12]=3[CH:11]=[CH:10][CH:9]=2)[CH2:6][CH2:7]1.